Task: Regression. Given two drug SMILES strings and cell line genomic features, predict the synergy score measuring deviation from expected non-interaction effect.. Dataset: NCI-60 drug combinations with 297,098 pairs across 59 cell lines (1) Drug 1: CN1C(=O)N2C=NC(=C2N=N1)C(=O)N. Drug 2: CC12CCC3C(C1CCC2O)C(CC4=C3C=CC(=C4)O)CCCCCCCCCS(=O)CCCC(C(F)(F)F)(F)F. Cell line: T-47D. Synergy scores: CSS=1.22, Synergy_ZIP=-3.19, Synergy_Bliss=0.248, Synergy_Loewe=-8.01, Synergy_HSA=-4.58. (2) Drug 1: C1CCC(C1)C(CC#N)N2C=C(C=N2)C3=C4C=CNC4=NC=N3. Drug 2: CN1C2=C(C=C(C=C2)N(CCCl)CCCl)N=C1CCCC(=O)O.Cl. Cell line: SNB-19. Synergy scores: CSS=6.46, Synergy_ZIP=-0.478, Synergy_Bliss=5.39, Synergy_Loewe=2.47, Synergy_HSA=2.47. (3) Drug 1: CC(C1=C(C=CC(=C1Cl)F)Cl)OC2=C(N=CC(=C2)C3=CN(N=C3)C4CCNCC4)N. Drug 2: C1CCC(C1)C(CC#N)N2C=C(C=N2)C3=C4C=CNC4=NC=N3. Cell line: PC-3. Synergy scores: CSS=0.743, Synergy_ZIP=-0.770, Synergy_Bliss=-1.53, Synergy_Loewe=-10.1, Synergy_HSA=-3.12.